Dataset: Forward reaction prediction with 1.9M reactions from USPTO patents (1976-2016). Task: Predict the product of the given reaction. (1) Given the reactants C(OCC)(=O)C.[ClH:7].[CH3:8][N:9]([CH2:11][C:12]1[C:13]([NH:39][C:40]([C:42]2[O:43][CH:44]=[CH:45][CH:46]=2)=[O:41])=[N:14][C:15]([C:31]2[CH:36]=[CH:35][C:34]([F:37])=[CH:33][C:32]=2[OH:38])=[CH:16][C:17]=1[C:18]1[CH:23]=[CH:22][CH:21]=[C:20]([NH:24][C:25](=[O:30])[CH2:26][N:27]([CH3:29])[CH3:28])[CH:19]=1)[CH3:10], predict the reaction product. The product is: [ClH:7].[ClH:7].[CH3:10][N:9]([CH2:11][C:12]1[C:13]([NH:39][C:40]([C:42]2[O:43][CH:44]=[CH:45][CH:46]=2)=[O:41])=[N:14][C:15]([C:31]2[CH:36]=[CH:35][C:34]([F:37])=[CH:33][C:32]=2[OH:38])=[CH:16][C:17]=1[C:18]1[CH:23]=[CH:22][CH:21]=[C:20]([NH:24][C:25](=[O:30])[CH2:26][N:27]([CH3:28])[CH3:29])[CH:19]=1)[CH3:8]. (2) Given the reactants C([Li])CCC.[Si:6]([O:13][C:14]1[CH:22]=[CH:21][C:17]2[CH:18]=[CH:19][S:20][C:16]=2[CH:15]=1)([C:9]([CH3:12])([CH3:11])[CH3:10])([CH3:8])[CH3:7].[B:23](OC(C)C)([O:28]C(C)C)[O:24]C(C)C.O, predict the reaction product. The product is: [Si:6]([O:13][C:14]1[CH:22]=[CH:21][C:17]2[CH:18]=[C:19]([B:23]([OH:28])[OH:24])[S:20][C:16]=2[CH:15]=1)([C:9]([CH3:12])([CH3:11])[CH3:10])([CH3:8])[CH3:7]. (3) Given the reactants Br[C:2]1[CH:32]=[CH:31][C:5]2[N:6]=[C:7]([NH:9][C:10]3[CH:15]=[C:14]([CH2:16][C:17]4[CH:22]=[CH:21][CH:20]=[CH:19][CH:18]=4)[N:13]=[C:12]([NH:23][C@H:24]4[CH2:29][CH2:28][C@H:27]([OH:30])[CH2:26][CH2:25]4)[N:11]=3)[S:8][C:4]=2[CH:3]=1.[N:33]1[CH:38]=[CH:37][C:36](B(O)O)=[CH:35][CH:34]=1.P([O-])([O-])([O-])=O.[K+].[K+].[K+].[O:50]1CCOC[CH2:51]1, predict the reaction product. The product is: [CH:51]([O:30][C@H:27]1[CH2:28][CH2:29][C@H:24]([NH:23][C:12]2[N:13]=[C:14]([CH2:16][C:17]3[CH:18]=[CH:19][CH:20]=[CH:21][CH:22]=3)[CH:15]=[C:10]([NH:9][C:7]3[S:8][C:4]4[CH:3]=[C:2]([C:36]5[CH:37]=[CH:38][N:33]=[CH:34][CH:35]=5)[CH:32]=[CH:31][C:5]=4[N:6]=3)[N:11]=2)[CH2:25][CH2:26]1)=[O:50]. (4) Given the reactants FC(F)(F)C(O)=O.[Cl:8][C:9]1[CH:14]=[CH:13][C:12]([C:15]2[C:16]([C@@H:21]([NH2:31])[CH2:22][C:23]3[CH:28]=[C:27]([F:29])[CH:26]=[C:25]([F:30])[CH:24]=3)=[N:17][CH:18]=[CH:19][CH:20]=2)=[CH:11][CH:10]=1.[C:32]([O:36][C:37]([NH:39][CH2:40][C:41]1[CH:49]=[C:48]2[C:44]([C:45]([CH2:50][C:51](O)=[O:52])=[CH:46][NH:47]2)=[CH:43][CH:42]=1)=[O:38])([CH3:35])([CH3:34])[CH3:33], predict the reaction product. The product is: [Cl:8][C:9]1[CH:14]=[CH:13][C:12]([C:15]2[C:16]([C@@H:21]([NH:31][C:51](=[O:52])[CH2:50][C:45]3[C:44]4[C:48](=[CH:49][C:41]([CH2:40][NH:39][C:37](=[O:38])[O:36][C:32]([CH3:33])([CH3:34])[CH3:35])=[CH:42][CH:43]=4)[NH:47][CH:46]=3)[CH2:22][C:23]3[CH:28]=[C:27]([F:29])[CH:26]=[C:25]([F:30])[CH:24]=3)=[N:17][CH:18]=[CH:19][CH:20]=2)=[CH:11][CH:10]=1.